This data is from Reaction yield outcomes from USPTO patents with 853,638 reactions. The task is: Predict the reaction yield, written as a fraction of the theoretical maximum amount of product (1.0 means a 100% yield; for example, 0.34 means a 34% yield). (1) The reactants are [N+](=CC([C:6]1[CH:11]=[C:10]([CH3:12])[N:9]2[C:13]([CH2:20][CH:21]3[CH2:26][CH2:25][C:24]([F:28])([F:27])[CH2:23][CH2:22]3)=[C:14]([C:16]([F:19])([F:18])[F:17])[N:15]=[C:8]2[CH:7]=1)=O)=[N-].C(N(CC)CC)C.Cl.[C:37]([O:40]CC)(=[O:39])[CH3:38]. The catalyst is C1COCC1.O.FC(F)(F)C([O-])=O.[Ag+]. The product is [F:28][C:24]1([F:27])[CH2:23][CH2:22][CH:21]([CH2:20][C:13]2[N:9]3[C:10]([CH3:12])=[CH:11][C:6]([CH2:38][C:37]([OH:40])=[O:39])=[CH:7][C:8]3=[N:15][C:14]=2[C:16]([F:18])([F:17])[F:19])[CH2:26][CH2:25]1. The yield is 0.710. (2) The reactants are [H-].[H-].[H-].[H-].[Li+].[Al+3].[CH2:7]([C:9]([C:25]1[CH:26]=[CH:27][C:28]([O:38][CH3:39])=[C:29]([O:31][CH2:32][C:33](OCC)=[O:34])[CH:30]=1)=[C:10]([C:18]1[CH:23]=[CH:22][C:21]([OH:24])=[CH:20][CH:19]=1)[C:11]1[CH:16]=[CH:15][C:14]([OH:17])=[CH:13][CH:12]=1)[CH3:8]. No catalyst specified. The product is [OH:34][CH2:33][CH2:32][O:31][C:29]1[CH:30]=[C:25]([C:9]([CH2:7][CH3:8])=[C:10]([C:11]2[CH:12]=[CH:13][C:14]([OH:17])=[CH:15][CH:16]=2)[C:18]2[CH:23]=[CH:22][C:21]([OH:24])=[CH:20][CH:19]=2)[CH:26]=[CH:27][C:28]=1[O:38][CH3:39]. The yield is 0.950. (3) The yield is 0.530. The product is [Cl:9][C:6]1[N:5]=[CH:4][N:3]=[C:2]([NH:10][C:11]2[CH:16]=[CH:15][C:14]([C:17]([F:18])([F:19])[F:20])=[CH:13][CH:12]=2)[C:7]=1[CH3:8]. The reactants are Cl[C:2]1[C:7]([CH3:8])=[C:6]([Cl:9])[N:5]=[CH:4][N:3]=1.[NH2:10][C:11]1[CH:16]=[CH:15][C:14]([C:17]([F:20])([F:19])[F:18])=[CH:13][CH:12]=1. The catalyst is C(O)C. (4) The reactants are [CH3:1][O:2][C:3]1[C:12]([O:13][CH3:14])=[C:11]2[C:6]([C:7]([NH:15][C@H:16]3[CH2:20][CH2:19][O:18][CH2:17]3)=[N:8][CH:9]=[N:10]2)=[CH:5][CH:4]=1.[H-].[Na+].[CH2:23]1[CH2:27]OC[CH2:24]1. No catalyst specified. The product is [CH3:1][O:2][C:3]1[C:12]([O:13][CH3:14])=[C:11]2[C:6]([C:7]([N:15]([CH2:24][CH2:23][CH3:27])[C@H:16]3[CH2:20][CH2:19][O:18][CH2:17]3)=[N:8][CH:9]=[N:10]2)=[CH:5][CH:4]=1. The yield is 0.170. (5) The reactants are Cl[C:2]1[C:7]([CH:8]=[O:9])=[C:6]([Cl:10])[N:5]=[C:4]([S:11][CH3:12])[N:3]=1.[F:13][C:14]1[CH:20]=[CH:19][CH:18]=[C:17]([F:21])[C:15]=1[NH2:16].CCN(CC)CC. The catalyst is C1COCC1. The product is [Cl:10][C:6]1[C:7]([CH:8]=[O:9])=[C:2]([NH:16][C:15]2[C:14]([F:13])=[CH:20][CH:19]=[CH:18][C:17]=2[F:21])[N:3]=[C:4]([S:11][CH3:12])[N:5]=1. The yield is 0.700. (6) The reactants are [Cl:1][C:2]1[CH:9]=[C:8]([O:10][CH2:11][CH:12]2[CH2:14][CH2:13]2)[CH:7]=[C:6]([F:15])[C:3]=1[CH2:4][OH:5].[C:16]([O:20][C:21]([N:23]1[CH2:28][CH2:27][N:26]([C:29](Cl)=[O:30])[C@H:25]([CH2:32][CH3:33])[CH2:24]1)=[O:22])([CH3:19])([CH3:18])[CH3:17]. No catalyst specified. The product is [Cl:1][C:2]1[CH:9]=[C:8]([O:10][CH2:11][CH:12]2[CH2:13][CH2:14]2)[CH:7]=[C:6]([F:15])[C:3]=1[CH2:4][O:5][C:29]([N:26]1[CH2:27][CH2:28][N:23]([C:21]([O:20][C:16]([CH3:18])([CH3:17])[CH3:19])=[O:22])[CH2:24][C@H:25]1[CH2:32][CH3:33])=[O:30]. The yield is 0.950. (7) The catalyst is C(O)C. The product is [CH2:26]([O:31][CH2:33][NH:1][C:2]1[N:23]=[CH:22][CH:21]=[CH:20][C:3]=1[C:4]([NH:6][CH2:7][C:8]1[S:9][C:10]([O:13][C:14]2[CH:19]=[CH:18][CH:17]=[CH:16][CH:15]=2)=[CH:11][CH:12]=1)=[O:5])[CH3:25]. The yield is 0.610. The reactants are [NH2:1][C:2]1[N:23]=[CH:22][CH:21]=[CH:20][C:3]=1[C:4]([NH:6][CH2:7][C:8]1[S:9][C:10]([O:13][C:14]2[CH:19]=[CH:18][CH:17]=[CH:16][CH:15]=2)=[CH:11][CH:12]=1)=[O:5].C[C:25]1(C)NC(=O)N[C:26]1=[O:31].[CH:33](O)=O.O. (8) The reactants are [C:1]1(=[O:11])[NH:5][C:4](=[O:6])[C:3]2=[CH:7][CH:8]=[CH:9][CH:10]=[C:2]12.[CH3:12][O:13][C:14]1[CH:19]=[CH:18][C:17]([C@@H:20](N)[CH3:21])=[CH:16][CH:15]=1.C([O-])([O-])=O.[K+].[K+]. The catalyst is CCCCO. The yield is 0.640. The product is [CH3:12][O:13][C:14]1[CH:19]=[CH:18][C:17]([C@@H:20]([N:5]2[C:1](=[O:11])[C:2]3[C:3](=[CH:7][CH:8]=[CH:9][CH:10]=3)[C:4]2=[O:6])[CH3:21])=[CH:16][CH:15]=1. (9) The reactants are C[O:2][C:3](=O)[CH:4]=[C:5]([C:25](=[O:44])[NH:26][C:27]1[CH:32]=[C:31]([C:33]([CH3:36])([CH3:35])[CH3:34])[CH:30]=[C:29]([NH:37][S:38]([CH3:41])(=[O:40])=[O:39])[C:28]=1[O:42][CH3:43])[C:6]1[C:15]2[C:10](=[CH:11][CH:12]=[CH:13][CH:14]=2)[C:9]([O:16][CH2:17][CH2:18][N:19]2[CH2:24][CH2:23][O:22][CH2:21][CH2:20]2)=[CH:8][CH:7]=1.CCN(C(C)C)C(C)C. The catalyst is C1COCC1. The product is [C:33]([C:31]1[CH:32]=[C:27]([N:26]2[C:3](=[O:2])[CH:4]=[C:5]([C:6]3[C:15]4[C:10](=[CH:11][CH:12]=[CH:13][CH:14]=4)[C:9]([O:16][CH2:17][CH2:18][N:19]4[CH2:24][CH2:23][O:22][CH2:21][CH2:20]4)=[CH:8][CH:7]=3)[C:25]2=[O:44])[C:28]([O:42][CH3:43])=[C:29]([NH:37][S:38]([CH3:41])(=[O:40])=[O:39])[CH:30]=1)([CH3:34])([CH3:35])[CH3:36]. The yield is 0.390. (10) The reactants are [F:1][C:2]1[CH:17]=[CH:16][C:5]2[N:6]([CH2:11][C@H:12]([CH3:15])[CH2:13]I)[C:7](=[O:10])[CH2:8][O:9][C:4]=2[CH:3]=1.[CH2:18]([O:21][CH:22]1[CH2:27][CH2:26][NH:25][CH2:24][CH2:23]1)[CH2:19][CH3:20]. The catalyst is CCCCCCC.CCOC(C)=O. The product is [F:1][C:2]1[CH:17]=[CH:16][C:5]2[N:6]([CH2:11][C@H:12]([CH3:15])[CH2:13][N:25]3[CH2:26][CH2:27][CH:22]([O:21][CH2:18][CH2:19][CH3:20])[CH2:23][CH2:24]3)[C:7](=[O:10])[CH2:8][O:9][C:4]=2[CH:3]=1. The yield is 0.710.